From a dataset of Full USPTO retrosynthesis dataset with 1.9M reactions from patents (1976-2016). Predict the reactants needed to synthesize the given product. Given the product [Br:11][C:12]1[CH:13]=[C:14]([NH:1][CH2:2][CH2:3][CH2:4][S:5]([OH:8])(=[O:7])=[O:6])[C:15]2[N:16]([C:18]([C:21]3[CH:32]=[CH:31][C:24]([C:25](=[O:26])[NH:27][CH:28]4[CH2:30][CH2:29]4)=[C:23]([CH3:33])[CH:22]=3)=[CH:19][N:20]=2)[N:17]=1, predict the reactants needed to synthesize it. The reactants are: [NH2:1][CH2:2][CH2:3][CH2:4][S:5]([OH:8])(=[O:7])=[O:6].[H-].[Na+].[Br:11][C:12]1[CH:13]=[C:14](S(C)(=O)=O)[C:15]2[N:16]([C:18]([C:21]3[CH:32]=[CH:31][C:24]([C:25]([NH:27][CH:28]4[CH2:30][CH2:29]4)=[O:26])=[C:23]([CH3:33])[CH:22]=3)=[CH:19][N:20]=2)[N:17]=1.